This data is from Forward reaction prediction with 1.9M reactions from USPTO patents (1976-2016). The task is: Predict the product of the given reaction. (1) Given the reactants [Cl:1][C:2]1[N:10]=[CH:9][CH:8]=[CH:7][C:3]=1[C:4]([OH:6])=O.ClC(OCC)=O.[O:17]([C:24]1[CH:30]=[CH:29][C:27]([NH2:28])=[CH:26][CH:25]=1)[C:18]1[CH:23]=[CH:22][CH:21]=[CH:20][CH:19]=1, predict the reaction product. The product is: [Cl:1][C:2]1[C:3]([C:4]([NH:28][C:27]2[CH:26]=[CH:25][C:24]([O:17][C:18]3[CH:23]=[CH:22][CH:21]=[CH:20][CH:19]=3)=[CH:30][CH:29]=2)=[O:6])=[CH:7][CH:8]=[CH:9][N:10]=1. (2) Given the reactants [C:1]([C:3]1([CH2:9][C:10]2[CH:15]=[CH:14][C:13]([CH:16]([CH3:21])[C:17]([O:19]C)=[O:18])=[CH:12][CH:11]=2)[C:7](=[O:8])[CH2:6][S:5][CH2:4]1)#[N:2].Br, predict the reaction product. The product is: [C:1]([C:3]1([CH2:9][C:10]2[CH:15]=[CH:14][C:13]([CH:16]([CH3:21])[C:17]([OH:19])=[O:18])=[CH:12][CH:11]=2)[C:7](=[O:8])[CH2:6][S:5][CH2:4]1)#[N:2]. (3) Given the reactants [ClH:1].[N:2]1[CH:7]=[CH:6][C:5]([C:8]2[N:12]3[N:13]=[C:14]([NH:17][C@H:18]4[CH2:23][CH2:22][C@H:21]([NH:24]C(=O)[O-])[CH2:20][CH2:19]4)[CH:15]=[CH:16][C:11]3=[N:10][CH:9]=2)=[CH:4][CH:3]=1, predict the reaction product. The product is: [ClH:1].[ClH:1].[ClH:1].[N:2]1[CH:7]=[CH:6][C:5]([C:8]2[N:12]3[N:13]=[C:14]([NH:17][C@H:18]4[CH2:19][CH2:20][C@H:21]([NH2:24])[CH2:22][CH2:23]4)[CH:15]=[CH:16][C:11]3=[N:10][CH:9]=2)=[CH:4][CH:3]=1. (4) Given the reactants Br[C:2]1[CH:3]=[C:4]2[N:10]([CH2:11][C:12]3([F:20])[CH2:17][CH2:16][C:15]([F:19])([F:18])[CH2:14][CH2:13]3)[CH:9]=[CH:8][C:5]2=[N:6][CH:7]=1.[CH3:21][N:22]1[C:26](B2OC(C)(C)C(C)(C)O2)=[C:25]([CH3:36])[N:24]=[N:23]1.C(=O)([O-])[O-].[K+].[K+], predict the reaction product. The product is: [CH3:21][N:22]1[C:26]([C:2]2[CH:3]=[C:4]3[N:10]([CH2:11][C:12]4([F:20])[CH2:17][CH2:16][C:15]([F:19])([F:18])[CH2:14][CH2:13]4)[CH:9]=[CH:8][C:5]3=[N:6][CH:7]=2)=[C:25]([CH3:36])[N:24]=[N:23]1.